Dataset: Catalyst prediction with 721,799 reactions and 888 catalyst types from USPTO. Task: Predict which catalyst facilitates the given reaction. (1) Reactant: [C:1]1([C:7]2[N:8]=[CH:9][C:10]([OH:19])=[N:11][C:12]=2[C:13]2[CH:18]=[CH:17][CH:16]=[CH:15][CH:14]=2)[CH:6]=[CH:5][CH:4]=[CH:3][CH:2]=1.CS(O[CH2:25][CH2:26][O:27][C:28]1[CH:35]=[CH:34][C:31]([CH:32]=[O:33])=[CH:30][CH:29]=1)(=O)=O.C(=O)([O-])[O-].[K+].[K+]. Product: [C:1]1([C:7]2[N:8]=[CH:9][C:10]([O:19][CH2:25][CH2:26][O:27][C:28]3[CH:35]=[CH:34][C:31]([CH:32]=[O:33])=[CH:30][CH:29]=3)=[N:11][C:12]=2[C:13]2[CH:14]=[CH:15][CH:16]=[CH:17][CH:18]=2)[CH:2]=[CH:3][CH:4]=[CH:5][CH:6]=1. The catalyst class is: 9. (2) Reactant: [NH2:1][C:2]1[CH:7]=[CH:6][C:5]([N:8]2[CH2:13][CH2:12][N:11]([C:14](=[O:16])[CH3:15])[CH2:10][CH2:9]2)=[CH:4][C:3]=1[CH2:17][O:18][CH3:19].[C:20](O)(=[O:22])[CH3:21]. Product: [C:14]([N:11]1[CH2:12][CH2:13][N:8]([C:5]2[CH:6]=[CH:7][C:2]([NH:1][C:20](=[O:22])[CH3:21])=[C:3]([CH2:17][O:18][CH3:19])[CH:4]=2)[CH2:9][CH2:10]1)(=[O:16])[CH3:15]. The catalyst class is: 152.